This data is from Full USPTO retrosynthesis dataset with 1.9M reactions from patents (1976-2016). The task is: Predict the reactants needed to synthesize the given product. (1) Given the product [C:11]1([C@@H:9]([N:8]2[C:6]3=[N:7][CH:2]=[CH:3][N:4]=[C:5]3[NH:17][C:39]2=[O:40])[CH3:10])[CH:16]=[CH:15][CH:14]=[CH:13][CH:12]=1.[Br:1][C:2]1[N:7]=[C:6]([NH:8][C@H:9]([C:11]2[CH:12]=[CH:13][CH:14]=[CH:15][CH:16]=2)[CH3:10])[C:5]([NH2:17])=[N:4][CH:3]=1, predict the reactants needed to synthesize it. The reactants are: [Br:1][C:2]1[N:7]=[C:6]([NH:8][C@H:9]([C:11]2[CH:16]=[CH:15][CH:14]=[CH:13][CH:12]=2)[CH3:10])[C:5]([NH2:17])=[N:4][CH:3]=1.C[C@H](N)C1C=CC=CC=1.NC1C(Br)=NC(Br)=CN=1.CCC[CH2:39][OH:40]. (2) Given the product [F:1][C:2]([F:7])([F:6])[C:3]([OH:5])=[O:4].[CH2:8]([S:10]([N:13]1[CH2:18][CH2:17][CH:16]([C:19]2[C:27]3[C:22](=[C:23]([C:43]([NH2:45])=[O:44])[CH:24]=[C:25]([C:28]4[CH:33]=[C:32]([CH2:34][NH:35][CH2:36][CH2:37][CH:47]([CH3:51])[CH3:48])[CH:31]=[C:30]([F:42])[CH:29]=4)[CH:26]=3)[NH:21][CH:20]=2)[CH2:15][CH2:14]1)(=[O:12])=[O:11])[CH3:9], predict the reactants needed to synthesize it. The reactants are: [F:1][C:2]([F:7])([F:6])[C:3]([OH:5])=[O:4].[CH2:8]([S:10]([N:13]1[CH2:18][CH2:17][CH:16]([C:19]2[C:27]3[C:22](=[C:23]([C:43]([NH2:45])=[O:44])[CH:24]=[C:25]([C:28]4[CH:33]=[C:32]([CH2:34][NH:35][CH2:36][C@@H:37]5CCCO5)[CH:31]=[C:30]([F:42])[CH:29]=4)[CH:26]=3)[NH:21][CH:20]=2)[CH2:15][CH2:14]1)(=[O:12])=[O:11])[CH3:9].O1CC[CH2:48][C@H:47]1[CH2:51]N. (3) Given the product [Br:1][CH2:2][CH2:3][CH2:4][P:9](=[O:13])([O:10][CH2:11][CH3:12])[O:8][CH2:6][CH3:7], predict the reactants needed to synthesize it. The reactants are: [Br:1][CH2:2][CH2:3][CH2:4]Br.[CH2:6]([O:8][P:9]([O:13]CC)[O:10][CH2:11][CH3:12])[CH3:7].[O-][Mn](=O)(=O)=O.[K+]. (4) Given the product [C:20]([C:9]1[CH:8]=[C:7]([NH:6][C:5]([NH:55][C@@H:48]2[C:49]3[C:54](=[CH:53][CH:52]=[CH:51][CH:50]=3)[C@H:45]([O:44][C:41]3[CH:42]=[CH:43][C:38]4[N:39]([C:35]([C:29]5[C:28]([Cl:27])=[CH:33][CH:32]=[CH:31][C:30]=5[Cl:34])=[N:36][N:37]=4)[CH:40]=3)[CH2:46][CH2:47]2)=[O:24])[N:11]([C:12]2[CH:13]=[N:14][N:15]([CH2:17][CH2:18][OH:19])[CH:16]=2)[N:10]=1)([CH3:21])([CH3:22])[CH3:23], predict the reactants needed to synthesize it. The reactants are: ClC(Cl)(Cl)CO[C:5](=[O:24])[NH:6][C:7]1[N:11]([C:12]2[CH:13]=[N:14][N:15]([CH2:17][CH2:18][OH:19])[CH:16]=2)[N:10]=[C:9]([C:20]([CH3:23])([CH3:22])[CH3:21])[CH:8]=1.[Cl:27][C:28]1[CH:33]=[CH:32][CH:31]=[C:30]([Cl:34])[C:29]=1[C:35]1[N:39]2[CH:40]=[C:41]([O:44][C@H:45]3[C:54]4[C:49](=[CH:50][CH:51]=[CH:52][CH:53]=4)[C@@H:48]([NH2:55])[CH2:47][CH2:46]3)[CH:42]=[CH:43][C:38]2=[N:37][N:36]=1.CCN(C(C)C)C(C)C. (5) Given the product [N:1]1[CH:6]=[CH:5][CH:4]=[CH:3][C:2]=1[N:7]1[C:12](=[O:14])[CH2:11][C:9](=[O:10])[NH:8]1, predict the reactants needed to synthesize it. The reactants are: [N:1]1[CH:6]=[CH:5][CH:4]=[CH:3][C:2]=1[NH:7][NH:8][C:9]([CH2:11][C:12]([O:14]CC)=O)=[O:10].[OH-].[Na+].CC(O)=O. (6) Given the product [Br:23][C:24]1[CH:32]=[CH:31][C:27]([C:28]([NH:1][C:2]2[N:10]=[CH:9][N:8]=[C:7]3[C:3]=2[N:4]=[CH:5][N:6]3[C@H:11]2[C@H:15]3[C@H:14]([O:18][C:17]([CH3:19])([CH3:20])[O:16]3)[C@@H:13]([CH2:21][OH:22])[O:12]2)=[O:29])=[CH:26][CH:25]=1, predict the reactants needed to synthesize it. The reactants are: [NH2:1][C:2]1[N:10]=[CH:9][N:8]=[C:7]2[C:3]=1[N:4]=[CH:5][N:6]2[C@H:11]1[C@@H:15]2[O:16][C:17]([CH3:20])([CH3:19])[O:18][C@@H:14]2[C@@H:13]([CH2:21][OH:22])[O:12]1.[Br:23][C:24]1[CH:32]=[CH:31][C:27]([C:28](Cl)=[O:29])=[CH:26][CH:25]=1.O.N.